This data is from Full USPTO retrosynthesis dataset with 1.9M reactions from patents (1976-2016). The task is: Predict the reactants needed to synthesize the given product. (1) The reactants are: [Cl:1][C:2]1[CH:3]=[CH:4][C:5]([C:9]2[N:13]([CH2:14][CH:15]3[CH2:20][CH2:19][CH2:18][CH2:17][CH2:16]3)[C:12]3[CH:21]=[C:22]([F:26])[C:23]([F:25])=[CH:24][C:11]=3[N:10]=2)=[C:6]([OH:8])[CH:7]=1.C(=O)([O-])[O-].[Cs+].[Cs+].Br[CH2:34][CH:35]1[CH2:40][CH2:39][CH2:38][CH2:37][CH2:36]1. Given the product [Cl:1][C:2]1[CH:3]=[CH:4][C:5]([C:9]2[N:13]([CH2:14][CH:15]3[CH2:16][CH2:17][CH2:18][CH2:19][CH2:20]3)[C:12]3[CH:21]=[C:22]([F:26])[C:23]([F:25])=[CH:24][C:11]=3[N:10]=2)=[C:6]([O:8][CH2:34][CH:35]2[CH2:40][CH2:39][CH2:38][CH2:37][CH2:36]2)[CH:7]=1, predict the reactants needed to synthesize it. (2) Given the product [OH:17][C:13]1[N:12]([CH2:18][C:19]2[CH:24]=[CH:23][CH:22]=[CH:21][C:20]=2[O:25][CH3:26])[C:11](=[O:27])[N:10]([CH2:9][C:4]2[CH:5]=[CH:6][CH:7]=[CH:8][C:3]=2[O:2][CH3:1])[C:15](=[O:16])[C:14]=1[C:38]([NH:37][CH2:40][C:41]([OH:43])=[O:42])=[O:39], predict the reactants needed to synthesize it. The reactants are: [CH3:1][O:2][C:3]1[CH:8]=[CH:7][CH:6]=[CH:5][C:4]=1[CH2:9][N:10]1[C:15](=[O:16])[CH2:14][C:13](=[O:17])[N:12]([CH2:18][C:19]2[CH:24]=[CH:23][CH:22]=[CH:21][C:20]=2[O:25][CH3:26])[C:11]1=[O:27].C(N(C(C)C)CC)(C)C.[N:37]([CH2:40][C:41]([O:43]CC)=[O:42])=[C:38]=[O:39]. (3) Given the product [NH2:11][C:12]1[C:17]([C:18]([NH:20][CH3:21])=[O:19])=[N:16][C:15]([C:22]2[CH:30]=[CH:29][CH:28]=[C:24]([C:25]([NH:10][CH2:9][CH2:8][NH:7][C:1]3[CH:6]=[CH:5][CH:4]=[CH:3][CH:2]=3)=[O:26])[CH:23]=2)=[CH:14][N:13]=1, predict the reactants needed to synthesize it. The reactants are: [C:1]1([NH:7][CH2:8][CH2:9][NH2:10])[CH:6]=[CH:5][CH:4]=[CH:3][CH:2]=1.[NH2:11][C:12]1[N:13]=[CH:14][C:15]([C:22]2[CH:23]=[C:24]([CH:28]=[CH:29][CH:30]=2)[C:25](O)=[O:26])=[N:16][C:17]=1[C:18]([NH:20][CH3:21])=[O:19].